This data is from Reaction yield outcomes from USPTO patents with 853,638 reactions. The task is: Predict the reaction yield, written as a fraction of the theoretical maximum amount of product (1.0 means a 100% yield; for example, 0.34 means a 34% yield). (1) The catalyst is CCOCC.S([O-])([O-])(=O)=O.[Cu+2].CCCCCC. The product is [OH:9][CH:8]([C@H:6]1[O:7][C:13]2([CH2:18][CH2:17][CH2:16][CH2:15][CH2:14]2)[O:5][C@H:4]1[CH:3]=[O:2])[CH:10]([OH:11])[CH3:12]. The reactants are O.[O:2]=[CH:3][C@@H:4]([C@@H:6]([C@H:8]([C@H:10]([CH3:12])[OH:11])[OH:9])[OH:7])[OH:5].[C:13]1(=O)[CH2:18][CH2:17][CH2:16][CH2:15][CH2:14]1.S(=O)(=O)(O)O.C(OCC)(=O)C. The yield is 0.570. (2) The catalyst is C1COCC1. The reactants are [H-].[H-].[H-].[H-].[Li+].[Al+3].[C:7]1([C:13]([C:23]2[CH:28]=[CH:27][CH:26]=[CH:25][CH:24]=2)([C:17]2[CH:22]=[CH:21][CH:20]=[CH:19][CH:18]=2)[C:14](O)=[O:15])[CH:12]=[CH:11][CH:10]=[CH:9][CH:8]=1. The product is [C:23]1([C:13]([C:7]2[CH:8]=[CH:9][CH:10]=[CH:11][CH:12]=2)([C:17]2[CH:18]=[CH:19][CH:20]=[CH:21][CH:22]=2)[CH2:14][OH:15])[CH:24]=[CH:25][CH:26]=[CH:27][CH:28]=1. The yield is 0.480. (3) The reactants are [CH:1]1[C:11]2[CH:10]([OH:12])[C:9]3[CH:13]=[CH:14][CH:15]=[CH:16][C:8]=3[CH2:7][O:6][C:5]=2[CH:4]=[CH:3][CH:2]=1.[H-].[Na+].[C:19]([O:23]C(=O)CBr)(C)(C)[CH3:20].[H-].[Al+3].[Li+].[H-].[H-].[H-]. The catalyst is C1COCC1.CCOCC. The product is [CH:1]1[C:11]2[CH:10]([O:12][CH2:20][CH2:19][OH:23])[C:9]3[CH:13]=[CH:14][CH:15]=[CH:16][C:8]=3[CH2:7][O:6][C:5]=2[CH:4]=[CH:3][CH:2]=1. The yield is 0.210. (4) The reactants are [CH3:1][C:2]1[CH2:7][CH2:6][CH:5]([C:8]([OH:10])=[O:9])[CH2:4][CH:3]=1. The catalyst is Cl[Ti](Cl)(Cl)Cl. The product is [CH3:1][C:2]1[CH:3]=[CH:4][C:5]([C:8]([OH:10])=[O:9])=[CH:6][CH:7]=1.[CH3:1][C@H:2]1[CH2:7][CH2:6][C@H:5]([C:8]([OH:10])=[O:9])[CH2:4][CH2:3]1.[CH3:1][C@@H:2]1[CH2:7][CH2:6][C@H:5]([C:8]([OH:10])=[O:9])[CH2:4][CH2:3]1. The yield is 0.770. (5) The reactants are Cl[C:2]1[C:7]2[C:8]([C:11]3[CH:16]=[CH:15][CH:14]=[CH:13][CH:12]=3)=[CH:9][S:10][C:6]=2[CH:5]=[C:4]([CH3:17])[N:3]=1.[CH2:18]([NH2:25])[C:19]1[CH:24]=[CH:23][CH:22]=[CH:21][CH:20]=1.C(N(CC)CC)C. The catalyst is CN1C(=O)CCC1. The product is [CH2:18]([NH:25][C:2]1[C:7]2[C:8]([C:11]3[CH:16]=[CH:15][CH:14]=[CH:13][CH:12]=3)=[CH:9][S:10][C:6]=2[CH:5]=[C:4]([CH3:17])[N:3]=1)[C:19]1[CH:24]=[CH:23][CH:22]=[CH:21][CH:20]=1. The yield is 0.620. (6) The reactants are [NH2:1][C:2]1[C:7]([Cl:8])=[CH:6][C:5]([OH:9])=[C:4]([F:10])[CH:3]=1.[CH3:11][N:12]1[C:16]([CH3:17])=[C:15]([C:18](O)=[O:19])[C:14](=[O:21])[N:13]1[C:22]1[CH:27]=[CH:26][CH:25]=[CH:24][CH:23]=1.CCN=C=NCCCN(C)C.C1C=NC2N(O)N=NC=2C=1. The catalyst is CN(C=O)C.CCOC(C)=O.O. The product is [Cl:8][C:7]1[CH:6]=[C:5]([OH:9])[C:4]([F:10])=[CH:3][C:2]=1[NH:1][C:18]([C:15]1[C:14](=[O:21])[N:13]([C:22]2[CH:23]=[CH:24][CH:25]=[CH:26][CH:27]=2)[N:12]([CH3:11])[C:16]=1[CH3:17])=[O:19]. The yield is 0.532. (7) The reactants are [CH2:1]([N:3]1[C:12]2[C:7](=[CH:8][C:9]([O:23][CH2:24][C:25]3[CH:30]=[CH:29][C:28]([O:31][CH3:32])=[CH:27][CH:26]=3)=[C:10]([O:13][CH2:14][C:15]3[CH:20]=[CH:19][C:18]([O:21][CH3:22])=[CH:17][CH:16]=3)[CH:11]=2)[C:6](=[O:33])[C:5]([CH2:34][OH:35])=[N:4]1)[CH3:2].CC(OI1(OC(C)=O)(OC(C)=O)OC(=O)C2C=CC=CC1=2)=O.C(=O)(O)[O-].[Na+]. The catalyst is ClCCl. The product is [CH2:1]([N:3]1[C:12]2[C:7](=[CH:8][C:9]([O:23][CH2:24][C:25]3[CH:26]=[CH:27][C:28]([O:31][CH3:32])=[CH:29][CH:30]=3)=[C:10]([O:13][CH2:14][C:15]3[CH:20]=[CH:19][C:18]([O:21][CH3:22])=[CH:17][CH:16]=3)[CH:11]=2)[C:6](=[O:33])[C:5]([CH:34]=[O:35])=[N:4]1)[CH3:2]. The yield is 0.565.